Dataset: Full USPTO retrosynthesis dataset with 1.9M reactions from patents (1976-2016). Task: Predict the reactants needed to synthesize the given product. (1) Given the product [CH3:29][O:28][C:27](=[O:30])[NH:26][C@@H:17]1[CH:16]2[C:15](=[O:31])[CH2:14][C@H:13]([C:11]3[NH:12][C:8]([C:5]4[CH:4]=[N:3][C:2]([C:49]5[CH:50]=[CH:51][C:46]([C:43]6[NH:42][C:41]([C@@H:37]7[CH2:38][CH2:39][CH2:40][N:36]7[C:35](=[O:61])[C@@H:34]([NH:62][C:63]([O:64][CH3:65])=[O:66])[CH:33]([CH3:67])[CH3:32])=[N:45][CH:44]=6)=[CH:47][CH:48]=5)=[N:7][CH:6]=4)=[CH:9][N:10]=3)[CH2:25][N:23]3[C:24]2=[C:20]([CH:21]=[CH:22]3)[CH2:19][CH2:18]1, predict the reactants needed to synthesize it. The reactants are: Cl[C:2]1[N:7]=[CH:6][C:5]([C:8]2[NH:12][C:11]([C@@H:13]3[CH2:25][N:23]4[C:24]5[CH:16]([C@@H:17]([NH:26][C:27](=[O:30])[O:28][CH3:29])[CH2:18][CH2:19][C:20]=5[CH:21]=[CH:22]4)[C:15](=[O:31])[CH2:14]3)=[N:10][CH:9]=2)=[CH:4][N:3]=1.[CH3:32][CH:33]([CH3:67])[C@H:34]([NH:62][C:63](=[O:66])[O:64][CH3:65])[C:35](=[O:61])[N:36]1[CH2:40][CH2:39][CH2:38][C@H:37]1[C:41]1[NH:42][C:43]([C:46]2[CH:51]=[CH:50][C:49](B3OC(C)(C)C(C)(C)O3)=[CH:48][CH:47]=2)=[CH:44][N:45]=1.C(=O)(O)[O-].[Na+].C1(C)C=CC=CC=1. (2) Given the product [NH2:1][C:2]1[CH:7]=[C:6]([O:8][C:9]2[CH:14]=[C:13]([Cl:17])[C:12]([NH2:15])=[C:11]([Cl:16])[CH:10]=2)[CH:5]=[CH:4][N:3]=1, predict the reactants needed to synthesize it. The reactants are: [NH2:1][C:2]1[CH:7]=[C:6]([O:8][C:9]2[CH:14]=[CH:13][C:12]([NH2:15])=[C:11]([Cl:16])[CH:10]=2)[CH:5]=[CH:4][N:3]=1.[Cl:17]N1C(=O)CCC1=O.C(O)(C)C. (3) Given the product [C:1]([O:5][C:6](=[O:7])[N:8]([CH2:9][CH2:10][CH2:11][C:12](=[O:14])[NH:44][C:40]1[CH:41]=[CH:42][CH:43]=[C:38]([N+:35]([O-:37])=[O:36])[C:39]=1[NH2:45])[CH3:15])([CH3:2])([CH3:3])[CH3:4], predict the reactants needed to synthesize it. The reactants are: [C:1]([O:5][C:6]([N:8]([CH3:15])[CH2:9][CH2:10][CH2:11][C:12]([OH:14])=O)=[O:7])([CH3:4])([CH3:3])[CH3:2].CCN(C(C)C)C(C)C.C1C=CC2N(O)N=NC=2C=1.[N+:35]([C:38]1[CH:43]=[CH:42][CH:41]=[C:40]([NH2:44])[C:39]=1[NH2:45])([O-:37])=[O:36].C([O-])(O)=O.[Na+]. (4) Given the product [CH:1]1([O:6][C:7]2[CH:12]=[C:11]([CH:10]=[CH:9][C:8]=2[O:16][CH3:17])[NH2:13])[CH2:2][CH2:3][CH2:4][CH2:5]1, predict the reactants needed to synthesize it. The reactants are: [CH:1]1([O:6][C:7]2[CH:12]=[C:11]([N+:13]([O-])=O)[CH:10]=[CH:9][C:8]=2[O:16][CH3:17])[CH2:5][CH2:4][CH2:3][CH2:2]1. (5) Given the product [F:43][C:40]1[CH:41]=[CH:42][C:37]([CH2:36][O:1][CH:2]2[CH:7]([C:8]3[CH:13]=[CH:12][C:11]([O:14][CH2:15][CH2:16][CH2:17][O:18][CH2:19][C:20]4[CH:25]=[CH:24][CH:23]=[CH:22][C:21]=4[O:26][CH3:27])=[CH:10][CH:9]=3)[CH2:6][CH2:5][N:4]([C:28]([O:30][C:31]([CH3:34])([CH3:33])[CH3:32])=[O:29])[CH2:3]2)=[CH:38][C:39]=1[O:44][CH2:45][CH2:46][CH2:47][O:48][CH3:49], predict the reactants needed to synthesize it. The reactants are: [OH:1][CH:2]1[CH:7]([C:8]2[CH:13]=[CH:12][C:11]([O:14][CH2:15][CH2:16][CH2:17][O:18][CH2:19][C:20]3[CH:25]=[CH:24][CH:23]=[CH:22][C:21]=3[O:26][CH3:27])=[CH:10][CH:9]=2)[CH2:6][CH2:5][N:4]([C:28]([O:30][C:31]([CH3:34])([CH3:33])[CH3:32])=[O:29])[CH2:3]1.Cl[CH2:36][C:37]1[CH:42]=[CH:41][C:40]([F:43])=[C:39]([O:44][CH2:45][CH2:46][CH2:47][O:48][CH3:49])[CH:38]=1. (6) Given the product [OH:2][C:3]1[CH:4]=[C:5]([CH:8]=[CH:9][C:10]=1[OH:11])[C:6]#[N:7], predict the reactants needed to synthesize it. The reactants are: C[O:2][C:3]1[CH:4]=[C:5]([CH:8]=[CH:9][C:10]=1[OH:11])[C:6]#[N:7].[Cl-].[Li+].CN(C=O)C.Cl. (7) Given the product [N:1]1[CH:6]=[CH:5][C:4]([CH2:7][NH:8][C:9]2[N:17]=[C:16]3[C:12]([NH:13][C:14](=[O:27])[N:15]3[CH2:18][C:19]3[CH:24]=[CH:23][C:22]([CH2:25][N:30]([CH3:29])[CH2:31][CH2:32][CH2:33][CH2:34][O:35][C:36]4[CH:46]=[CH:45][CH:44]=[C:38]([CH2:39][C:40]([O:42][CH3:43])=[O:41])[CH:37]=4)=[CH:21][CH:20]=3)=[C:11]([NH2:28])[N:10]=2)=[CH:3][CH:2]=1, predict the reactants needed to synthesize it. The reactants are: [N:1]1[CH:6]=[CH:5][C:4]([CH2:7][NH:8][C:9]2[N:17]=[C:16]3[C:12]([NH:13][C:14](=[O:27])[N:15]3[CH2:18][C:19]3[CH:24]=[CH:23][C:22]([CH2:25]Cl)=[CH:21][CH:20]=3)=[C:11]([NH2:28])[N:10]=2)=[CH:3][CH:2]=1.[CH3:29][NH:30][CH2:31][CH2:32][CH2:33][CH2:34][O:35][C:36]1[CH:37]=[C:38]([CH:44]=[CH:45][CH:46]=1)[CH2:39][C:40]([O:42][CH3:43])=[O:41].C(N(C(C)C)C(C)C)C. (8) The reactants are: [C:1]([C:5]1[CH:6]=[C:7]([NH2:19])[N:8]([C:10]2[CH:15]=[CH:14][C:13]([N+]([O-])=O)=[CH:12][CH:11]=2)[N:9]=1)([CH3:4])([CH3:3])[CH3:2].[C:20](C1C=CC(NN)=CC=1)#[N:21]. Given the product [NH2:19][C:7]1[N:8]([C:10]2[CH:15]=[CH:14][C:13]([C:20]#[N:21])=[CH:12][CH:11]=2)[N:9]=[C:5]([C:1]([CH3:4])([CH3:3])[CH3:2])[CH:6]=1, predict the reactants needed to synthesize it.